From a dataset of Forward reaction prediction with 1.9M reactions from USPTO patents (1976-2016). Predict the product of the given reaction. (1) Given the reactants Br[CH2:2][C:3]([C:5]1[CH:10]=[CH:9][C:8]([O:11][CH2:12][CH2:13][CH2:14][CH2:15][CH2:16][CH2:17][CH2:18][CH3:19])=[CH:7][CH:6]=1)=[O:4].[CH2:20]([NH2:27])[C:21]1[CH:26]=[CH:25][CH:24]=[CH:23][CH:22]=1.[BH4-].[Na+], predict the reaction product. The product is: [CH2:20]([NH:27][CH2:2][CH:3]([C:5]1[CH:10]=[CH:9][C:8]([O:11][CH2:12][CH2:13][CH2:14][CH2:15][CH2:16][CH2:17][CH2:18][CH3:19])=[CH:7][CH:6]=1)[OH:4])[C:21]1[CH:26]=[CH:25][CH:24]=[CH:23][CH:22]=1. (2) Given the reactants [C:1]([NH:5][C:6]([C:8]1[C:9]([C:21]2[S:22][C:23]3[CH2:29][CH2:28][CH2:27][CH2:26][C:24]=3[N:25]=2)=[N:10][N:11](COCC[Si](C)(C)C)[CH:12]=1)=[O:7])([CH3:4])(C)C.F[C:31](F)(F)[C:32](O)=O.CO.[OH-].[NH4+], predict the reaction product. The product is: [CH2:1]([NH:5][C:6]([C:8]1[C:9]([C:21]2[S:22][C:23]3[CH2:29][CH2:28][CH2:27][CH2:26][C:24]=3[N:25]=2)=[N:10][NH:11][CH:12]=1)=[O:7])[CH2:4][CH2:31][CH3:32].